From a dataset of Catalyst prediction with 721,799 reactions and 888 catalyst types from USPTO. Predict which catalyst facilitates the given reaction. Reactant: [C:1]([C:4]1[CH:9]=[CH:8][CH:7]=[CH:6][N:5]=1)(=[O:3])[CH3:2]. Product: [CH3:2][C@H:1]([C:4]1[CH:9]=[CH:8][CH:7]=[CH:6][N:5]=1)[OH:3]. The catalyst class is: 25.